Dataset: Full USPTO retrosynthesis dataset with 1.9M reactions from patents (1976-2016). Task: Predict the reactants needed to synthesize the given product. Given the product [CH3:6][N:5]([CH2:4][C:2]([O-:3])=[O:1])[C:7]([NH2:9])=[NH:8].[NH4+:11], predict the reactants needed to synthesize it. The reactants are: [O:1]=[C:2]([CH2:4][N:5]([C:7](=[NH:9])[NH2:8])[CH3:6])[OH:3].[OH-].[NH4+:11].